From a dataset of Full USPTO retrosynthesis dataset with 1.9M reactions from patents (1976-2016). Predict the reactants needed to synthesize the given product. (1) Given the product [CH3:33][NH:32][C:11]1[C:16]([C:17]2[N:21]=[C:20]([C:22]3[CH:27]=[CH:26][C:25]([CH2:28][CH:29]([CH3:30])[CH3:31])=[CH:24][N:23]=3)[O:19][N:18]=2)=[CH:15][CH:14]=[CH:13][N:12]=1, predict the reactants needed to synthesize it. The reactants are: N1(O[C:11]2[C:16]([C:17]3[N:21]=[C:20]([C:22]4[CH:27]=[CH:26][C:25]([CH2:28][CH:29]([CH3:31])[CH3:30])=[CH:24][N:23]=4)[O:19][N:18]=3)=[CH:15][CH:14]=[CH:13][N:12]=2)C2C=CC=CC=2N=N1.[NH:32](CCO)[CH2:33]CO. (2) Given the product [NH2:17][C:13]1[CH:12]=[C:11]2[C:16]([C:8]([C:7]3[N:3]([CH2:1][CH3:2])[N:4]=[C:5]([C:23]#[N:24])[CH:6]=3)=[CH:9][N:10]2[CH:20]([CH3:21])[CH3:22])=[CH:15][CH:14]=1, predict the reactants needed to synthesize it. The reactants are: [CH2:1]([N:3]1[C:7]([C:8]2[C:16]3[C:11](=[CH:12][C:13]([N+:17]([O-])=O)=[CH:14][CH:15]=3)[N:10]([CH:20]([CH3:22])[CH3:21])[CH:9]=2)=[CH:6][C:5]([C:23]#[N:24])=[N:4]1)[CH3:2].O.O.[Sn](Cl)Cl.C(=O)(O)[O-].[Na+]. (3) Given the product [CH2:14]([O:13][C:11]([N:8]1[CH2:9][CH2:10][CH:6]([CH2:4][OH:3])[CH2:7]1)=[O:12])[C:15]1[CH:20]=[CH:19][CH:18]=[CH:17][CH:16]=1, predict the reactants needed to synthesize it. The reactants are: C([O:3][C:4]([CH:6]1[CH2:10][CH2:9][N:8]([C:11]([O:13][CH2:14][C:15]2[CH:20]=[CH:19][CH:18]=[CH:17][CH:16]=2)=[O:12])[CH2:7]1)=O)C.[BH4-].[Na+].CO. (4) Given the product [C:1]([C:5]1[C:14]([O:15][C:17]2[C:26]3[C:21](=[CH:22][C:23]([O:29][CH3:30])=[C:24]([O:27][CH3:28])[CH:25]=3)[N:20]=[CH:19][CH:18]=2)=[CH:13][C:12]2[C:7](=[N:8][CH:9]=[CH:10][CH:11]=2)[N:6]=1)([CH3:4])([CH3:2])[CH3:3], predict the reactants needed to synthesize it. The reactants are: [C:1]([C:5]1[C:14]([OH:15])=[CH:13][C:12]2[C:7](=[N:8][CH:9]=[CH:10][CH:11]=2)[N:6]=1)([CH3:4])([CH3:3])[CH3:2].Cl[C:17]1[C:26]2[C:21](=[CH:22][C:23]([O:29][CH3:30])=[C:24]([O:27][CH3:28])[CH:25]=2)[N:20]=[CH:19][CH:18]=1.O. (5) Given the product [F:37][C:32]1[CH:31]=[C:30]([C:22]2[CH:23]=[C:24]([C:26]([F:27])([F:28])[F:29])[N:25]=[C:20]([N:18]3[CH:19]=[C:15]([C:11]4[CH:10]=[C:9]([S:6]([NH2:5])(=[O:7])=[O:8])[CH:14]=[CH:13][CH:12]=4)[N:16]=[CH:17]3)[N:21]=2)[CH:35]=[CH:34][C:33]=1[F:36], predict the reactants needed to synthesize it. The reactants are: C([NH:5][S:6]([C:9]1[CH:14]=[CH:13][CH:12]=[C:11]([C:15]2[N:16]=[CH:17][N:18]([C:20]3[N:25]=[C:24]([C:26]([F:29])([F:28])[F:27])[CH:23]=[C:22]([C:30]4[CH:35]=[CH:34][C:33]([F:36])=[C:32]([F:37])[CH:31]=4)[N:21]=3)[CH:19]=2)[CH:10]=1)(=[O:8])=[O:7])(C)(C)C.C(O)(C(F)(F)F)=O. (6) Given the product [Cl:14][CH2:15][CH2:16][CH2:17][O:13][C:12]1[CH:11]=[C:10]2[C:6]([CH:7]=[N:8][NH:9]2)=[CH:5][C:4]=1[NH2:1], predict the reactants needed to synthesize it. The reactants are: [N+:1]([C:4]1[CH:5]=[C:6]2[C:10](=[CH:11][C:12]=1[OH:13])[NH:9][N:8]=[CH:7]2)([O-])=O.[Cl:14][CH2:15][CH2:16][CH2:17]O. (7) Given the product [F:21][C:2]([F:20])([F:1])[S:3]([C:6]1[CH:11]=[CH:10][CH:9]=[CH:8][C:7]=1[C:12]1[CH:17]=[CH:16][C:15]2[NH:18][C:26]([CH2:27][O:28][C:29]3[CH:34]=[CH:33][C:32]([C:35]([F:36])([F:37])[F:38])=[CH:31][CH:30]=3)=[N:19][C:14]=2[CH:13]=1)(=[O:4])=[O:5], predict the reactants needed to synthesize it. The reactants are: [F:1][C:2]([F:21])([F:20])[S:3]([C:6]1[CH:11]=[CH:10][CH:9]=[CH:8][C:7]=1[C:12]1[CH:17]=[CH:16][C:15]([NH2:18])=[C:14]([NH2:19])[CH:13]=1)(=[O:5])=[O:4].Cl.C(O[C:26](=N)[CH2:27][O:28][C:29]1[CH:34]=[CH:33][C:32]([C:35]([F:38])([F:37])[F:36])=[CH:31][CH:30]=1)C.